Dataset: Full USPTO retrosynthesis dataset with 1.9M reactions from patents (1976-2016). Task: Predict the reactants needed to synthesize the given product. (1) Given the product [Cl:1][C:2]1[CH:3]=[CH:4][C:5]([CH2:6][NH:7][C:8]([C:10]2[C:11](=[O:22])[C:12]3[CH:19]=[C:18]([CH2:20][N:39]4[CH2:44][CH2:43][S:42][CH2:41][CH2:40]4)[S:17][C:13]=3[N:14]([CH3:16])[CH:15]=2)=[O:9])=[CH:23][CH:24]=1, predict the reactants needed to synthesize it. The reactants are: [Cl:1][C:2]1[CH:24]=[CH:23][C:5]([CH2:6][NH:7][C:8]([C:10]2[C:11](=[O:22])[C:12]3[CH:19]=[C:18]([CH2:20]O)[S:17][C:13]=3[N:14]([CH3:16])[CH:15]=2)=[O:9])=[CH:4][CH:3]=1.N1C(C)=CC(C)=CC=1C.CS(Cl)(=O)=O.[NH:39]1[CH2:44][CH2:43][S:42][CH2:41][CH2:40]1. (2) The reactants are: C(OC(=O)[NH:7][C:8]1[O:9][CH:10]=[C:11]([CH2:13][OH:14])[N:12]=1)(C)(C)C.[Cl:16][C:17]1[C:22]([Cl:23])=[CH:21][CH:20]=[CH:19][C:18]=1[S:24]([NH:27][C:28]1[C:33](Cl)=[N:32][C:31]([Cl:35])=[CH:30][N:29]=1)(=[O:26])=[O:25]. Given the product [NH2:7][C:8]1[O:9][CH:10]=[C:11]([CH2:13][O:14][C:33]2[C:28]([NH:27][S:24]([C:18]3[CH:19]=[CH:20][CH:21]=[C:22]([Cl:23])[C:17]=3[Cl:16])(=[O:26])=[O:25])=[N:29][CH:30]=[C:31]([Cl:35])[N:32]=2)[N:12]=1, predict the reactants needed to synthesize it. (3) Given the product [CH:27]1[C:36]2[C:31](=[C:32]([C:7]3[CH:8]=[C:9]4[C:14](=[CH:15][CH:16]=3)[CH:13]=[C:12]([NH:17][C:18]([C:20]3[S:21][CH:22]=[CH:23][CH:24]=3)=[O:19])[CH:11]=[CH:10]4)[CH:33]=[CH:34][CH:35]=2)[CH:30]=[CH:29][N:28]=1, predict the reactants needed to synthesize it. The reactants are: FC(F)(F)S(O[C:7]1[CH:16]=[CH:15][C:14]2[C:9](=[CH:10][CH:11]=[C:12]([NH:17][C:18]([C:20]3[S:21][CH:22]=[CH:23][CH:24]=3)=[O:19])[CH:13]=2)[CH:8]=1)(=O)=O.[CH:27]1[C:36]2[C:31](=[C:32](B(O)O)[CH:33]=[CH:34][CH:35]=2)[CH:30]=[CH:29][N:28]=1.C(=O)([O-])[O-].[K+].[K+].